From a dataset of Catalyst prediction with 721,799 reactions and 888 catalyst types from USPTO. Predict which catalyst facilitates the given reaction. (1) The catalyst class is: 2. Reactant: CCN(S(F)(F)[F:7])CC.[Cl:10][C:11]1[CH:16]=[CH:15][C:14]([S:17]([N:20]([CH2:29][C:30]2[CH:35]=[CH:34][C:33]([C:36]3[O:37][CH:38]=[CH:39][N:40]=3)=[CH:32][C:31]=2[F:41])[C@@H:21]2[CH2:26][CH2:25][CH2:24][CH2:23][C@H:22]2[CH2:27]O)(=[O:19])=[O:18])=[CH:13][CH:12]=1. Product: [Cl:10][C:11]1[CH:12]=[CH:13][C:14]([S:17]([N:20]([CH2:29][C:30]2[CH:35]=[CH:34][C:33]([C:36]3[O:37][CH:38]=[CH:39][N:40]=3)=[CH:32][C:31]=2[F:41])[C@@H:21]2[CH2:26][CH2:25][CH2:24][CH2:23][C@H:22]2[CH2:27][F:7])(=[O:19])=[O:18])=[CH:15][CH:16]=1. (2) Reactant: [NH2:1][C:2]1[O:3][C:4]([C:7]2[C:16]3[C:11](=[CH:12][CH:13]=[CH:14][CH:15]=3)[CH:10]=[CH:9][CH:8]=2)=[CH:5][N:6]=1.C(N(CC)CC)C.[C:24](Cl)(=[O:26])[CH3:25].CO. Product: [C:24]([NH:1][C:2]1[O:3][C:4]([C:7]2[C:16]3[C:11](=[CH:12][CH:13]=[CH:14][CH:15]=3)[CH:10]=[CH:9][CH:8]=2)=[CH:5][N:6]=1)(=[O:26])[CH3:25]. The catalyst class is: 4.